Dataset: Full USPTO retrosynthesis dataset with 1.9M reactions from patents (1976-2016). Task: Predict the reactants needed to synthesize the given product. (1) Given the product [Cl:33][C:34]1[CH:39]=[CH:38][C:37]([CH:40]2[CH2:41][CH2:29][N:28]([C:21]([NH:1][C:2]3[CH:7]=[CH:6][C:5]([N:8]4[CH2:9][CH:10]([CH2:12][NH:13][C:14](=[O:20])[O:15][C:16]([CH3:17])([CH3:19])[CH3:18])[CH2:11]4)=[CH:4][CH:3]=3)=[O:22])[CH2:32][CH2:31]2)=[CH:36][CH:35]=1, predict the reactants needed to synthesize it. The reactants are: [NH2:1][C:2]1[CH:7]=[CH:6][C:5]([N:8]2[CH2:11][CH:10]([CH2:12][NH:13][C:14](=[O:20])[O:15][C:16]([CH3:19])([CH3:18])[CH3:17])[CH2:9]2)=[CH:4][CH:3]=1.[C:21]([N:28]1[CH:32]=[CH:31]N=[CH:29]1)(N1C=CN=C1)=[O:22].[Cl:33][C:34]1[CH:39]=[CH:38][C:37]([CH:40]2CCNC[CH2:41]2)=[CH:36][CH:35]=1. (2) The reactants are: [C:1]([C:5]1[CH:10]=[CH:9][C:8]([S:11]([NH:14][C:15]2[CH:20]=[CH:19][C:18]([Cl:21])=[CH:17][C:16]=2[N:22]2[C:26]([CH3:27])=[C:25](I)[N:24]=[N:23]2)(=[O:13])=[O:12])=[CH:7][CH:6]=1)([CH3:4])([CH3:3])[CH3:2].CC(C)=O. Given the product [C:1]([C:5]1[CH:10]=[CH:9][C:8]([S:11]([NH:14][C:15]2[CH:20]=[CH:19][C:18]([Cl:21])=[CH:17][C:16]=2[N:22]2[C:26]([CH3:27])=[CH:25][N:24]=[N:23]2)(=[O:13])=[O:12])=[CH:7][CH:6]=1)([CH3:4])([CH3:3])[CH3:2], predict the reactants needed to synthesize it. (3) Given the product [Cl:28][C:6]1[CH:7]=[CH:8][CH:9]=[C:10]2[C:5]=1[CH2:4][CH2:3][N:2]([CH2:11][CH2:12][CH2:13][CH2:14][O:15][C:16]1[CH:17]=[CH:18][C:19]3[CH2:25][CH2:24][NH:23][C:22](=[O:26])[NH:21][C:20]=3[N:27]=1)[CH2:1]2, predict the reactants needed to synthesize it. The reactants are: [CH2:1]1[C:10]2[C:5](=[CH:6][CH:7]=[CH:8][CH:9]=2)[CH2:4][CH2:3][N:2]1[CH2:11][CH2:12][CH2:13][CH2:14][O:15][C:16]1[CH:17]=[CH:18][C:19]2[CH2:25][CH2:24][NH:23][C:22](=[O:26])[NH:21][C:20]=2[N:27]=1.[Cl:28]C1C=CC=C2C=1CCNC2. (4) Given the product [Br:1][C:2]1[CH:7]=[CH:6][C:5]([CH:8]=[CH:9][C:10]([C:12]2[CH:13]=[CH:14][C:15]([NH:18][CH3:19])=[CH:16][CH:17]=2)=[O:11])=[CH:4][CH:3]=1, predict the reactants needed to synthesize it. The reactants are: [Br:1][C:2]1[CH:7]=[CH:6][C:5]([CH:8]=[CH:9][C:10]([C:12]2[CH:17]=[CH:16][C:15]([NH2:18])=[CH:14][CH:13]=2)=[O:11])=[CH:4][CH:3]=1.[C:19](=O)([O-])[O-].[K+].[K+].CI.O. (5) Given the product [Br:1][C:2]1[CH:7]=[CH:6][C:5]([C:8]2[O:17][C:11]3[N:12]=[CH:13][N:14]=[C:15]([Cl:26])[C:10]=3[C:9]=2[C:18]2[CH:23]=[CH:22][CH:21]=[CH:20][CH:19]=2)=[CH:4][CH:3]=1, predict the reactants needed to synthesize it. The reactants are: [Br:1][C:2]1[CH:7]=[CH:6][C:5]([C:8]2[O:17][C:11]3[N:12]=[CH:13][NH:14][C:15](=O)[C:10]=3[C:9]=2[C:18]2[CH:23]=[CH:22][CH:21]=[CH:20][CH:19]=2)=[CH:4][CH:3]=1.P(Cl)(Cl)([Cl:26])=O.[NH4+].